Dataset: Forward reaction prediction with 1.9M reactions from USPTO patents (1976-2016). Task: Predict the product of the given reaction. (1) Given the reactants [NH2:1][C:2]1[CH:7]=[CH:6][CH:5]=[CH:4][C:3]=1[C:8]1[CH:13]=[CH:12][CH:11]=[CH:10][C:9]=1[NH2:14].[CH:15]12[CH2:24][CH:19]3[CH2:20][CH:21]([CH2:23][CH:17]([CH2:18]3)[C:16]1=O)[CH2:22]2.[CH3:26][C:27]1[CH:28]=[CH:29][C:30](S(O)(=O)=O)=[CH:31][CH:32]=1.[H-].[H-].[H-].[H-].[Li+].[Al+3].[C:43]1(C)[CH:48]=CC=C[CH:44]=1, predict the reaction product. The product is: [CH:15]12[CH2:24][CH:19]3[CH2:20][CH:21]([CH2:23][CH:17]([CH2:18]3)[CH:16]1[NH:1][C:2]1[CH:7]=[CH:6][CH:5]=[CH:4][C:3]=1[C:8]1[CH:13]=[CH:12][CH:11]=[CH:10][C:9]=1[NH:14][CH:26]1[CH:43]3[CH2:48][CH:31]4[CH2:30][CH:29]([CH2:28][CH:27]1[CH2:32]4)[CH2:44]3)[CH2:22]2. (2) Given the reactants Br[CH2:2][C:3]1[C:4]([C:10]([O:12]C)=O)=[N:5][C:6]([Cl:9])=[CH:7][CH:8]=1.[F:14][C:15]1[CH:22]=[CH:21][C:18]([CH2:19][NH2:20])=[CH:17][CH:16]=1, predict the reaction product. The product is: [Cl:9][C:6]1[N:5]=[C:4]2[C:10](=[O:12])[N:20]([CH2:19][C:18]3[CH:21]=[CH:22][C:15]([F:14])=[CH:16][CH:17]=3)[CH2:2][C:3]2=[CH:8][CH:7]=1. (3) Given the reactants [C:1]12[C:12]([O:13][CH:14]3[CH2:19][CH2:18][CH:17]([NH:20]C(=O)OC(C)(C)C)[CH2:16][CH2:15]3)=[CH:11][CH:10]=[CH:9][C:8]=1[S:7][C:6]1[CH2:5][CH2:4][CH2:3][C:2]2=1.Cl.C(=O)([O-])[O-].[Na+].[Na+], predict the reaction product. The product is: [C:1]12[C:12]([O:13][CH:14]3[CH2:19][CH2:18][CH:17]([NH2:20])[CH2:16][CH2:15]3)=[CH:11][CH:10]=[CH:9][C:8]=1[S:7][C:6]1[CH2:5][CH2:4][CH2:3][C:2]2=1. (4) Given the reactants [CH3:1][O:2][C:3]1[CH:4]=[C:5]([S:11][CH2:12][C:13](O)=O)[CH:6]=[CH:7][C:8]=1[O:9][CH3:10].[N:16]1[C:20]2[CH:21]=[CH:22][C:23]([C:25]([NH:27][NH2:28])=O)=[CH:24][C:19]=2[NH:18][CH:17]=1.COC1C=CC(P2(SP(C3C=CC(OC)=CC=3)(=S)S2)=[S:38])=CC=1.O=P(Cl)(Cl)Cl, predict the reaction product. The product is: [CH3:1][O:2][C:3]1[CH:4]=[C:5]([S:11][CH2:12][C:13]2[S:38][C:25]([C:23]3[CH:22]=[CH:21][C:20]4[NH:16][CH:17]=[N:18][C:19]=4[CH:24]=3)=[N:27][N:28]=2)[CH:6]=[CH:7][C:8]=1[O:9][CH3:10]. (5) Given the reactants C(=O)([O-])[O-].[Cs+].[Cs+].C1C=CC(P(C2C(C3C(P(C4C=CC=CC=4)C4C=CC=CC=4)=CC=C4C=3C=CC=C4)=C3C(C=CC=C3)=CC=2)C2C=CC=CC=2)=CC=1.[Cl:53][C:54]1[N:55]=[C:56](Cl)[C:57]2[CH2:62][S:61][CH2:60][C:58]=2[N:59]=1.[NH:64]1[C:72]2[C:67](=[CH:68][CH:69]=[C:70]([O:73][CH2:74][C:75]([O:77][CH2:78][CH3:79])=[O:76])[CH:71]=2)[CH2:66][CH2:65]1, predict the reaction product. The product is: [Cl:53][C:54]1[N:55]=[C:56]([N:64]2[C:72]3[C:67](=[CH:68][CH:69]=[C:70]([O:73][CH2:74][C:75]([O:77][CH2:78][CH3:79])=[O:76])[CH:71]=3)[CH2:66][CH2:65]2)[C:57]2[CH2:62][S:61][CH2:60][C:58]=2[N:59]=1. (6) The product is: [Cl:29][CH2:14][C:12]1[S:13][C:9]([C:6]2[CH:7]=[CH:8][C:3]([C:2]([F:17])([F:16])[F:1])=[CH:4][CH:5]=2)=[CH:10][CH:11]=1. Given the reactants [F:1][C:2]([F:17])([F:16])[C:3]1[CH:8]=[CH:7][C:6]([C:9]2[S:13][C:12]([CH2:14]O)=[CH:11][CH:10]=2)=[CH:5][CH:4]=1.C(N(CC)CC)C.CS([Cl:29])(=O)=O, predict the reaction product. (7) The product is: [CH3:5][C:4](=[CH:3][CH2:2][C:2]#[C:3][CH2:4][CH2:5][CH2:9][CH2:8][CH3:10])[CH3:6]. Given the reactants Cl[CH2:2][CH:3]=[C:4]([CH3:6])[CH3:5].C(Cl)[C:8](=[CH2:10])[CH3:9], predict the reaction product. (8) The product is: [CH2:11]([O:18][C:19](=[O:29])[NH:20][C@@H:21]1[CH2:26][CH2:25][CH2:24][CH2:23][C@H:22]1[CH:27]=[O:28])[C:12]1[CH:13]=[CH:14][CH:15]=[CH:16][CH:17]=1. Given the reactants C(Cl)(=O)C(Cl)=O.CS(C)=O.[CH2:11]([O:18][C:19](=[O:29])[NH:20][C@@H:21]1[CH2:26][CH2:25][CH2:24][CH2:23][C@H:22]1[CH2:27][OH:28])[C:12]1[CH:17]=[CH:16][CH:15]=[CH:14][CH:13]=1.C(N(CC)CC)C, predict the reaction product.